Dataset: Full USPTO retrosynthesis dataset with 1.9M reactions from patents (1976-2016). Task: Predict the reactants needed to synthesize the given product. Given the product [Cl:1][C:2]1[CH:7]=[CH:6][C:5]([C:8]2[CH:13]=[CH:12][NH:11][C:10](=[O:19])[CH:9]=2)=[C:4]([O:15][CH3:16])[CH:3]=1, predict the reactants needed to synthesize it. The reactants are: [Cl:1][C:2]1[CH:7]=[CH:6][C:5]([C:8]2[CH:13]=[CH:12][N+:11]([O-])=[CH:10][CH:9]=2)=[C:4]([O:15][CH3:16])[CH:3]=1.C(OC(=O)C)(=[O:19])C.